This data is from Peptide-MHC class I binding affinity with 185,985 pairs from IEDB/IMGT. The task is: Regression. Given a peptide amino acid sequence and an MHC pseudo amino acid sequence, predict their binding affinity value. This is MHC class I binding data. The binding affinity (normalized) is 0. The peptide sequence is ILMDSIFVST. The MHC is H-2-Db with pseudo-sequence H-2-Db.